From a dataset of Catalyst prediction with 721,799 reactions and 888 catalyst types from USPTO. Predict which catalyst facilitates the given reaction. (1) Reactant: [C:1]1([OH:7])[CH:6]=[CH:5][CH:4]=[CH:3][CH:2]=1.[H-].[Na+].[F:10][C:11]1[CH:16]=[CH:15][C:14]([C:17]2[C:24](=[O:25])[N:20]3[CH2:21][CH2:22][CH2:23][N:19]3[C:18]=2[C:26]2[CH:31]=[CH:30][N:29]=[C:28](S(C)(=O)=O)[N:27]=2)=[CH:13][CH:12]=1. Product: [F:10][C:11]1[CH:16]=[CH:15][C:14]([C:17]2[C:24](=[O:25])[N:20]3[CH2:21][CH2:22][CH2:23][N:19]3[C:18]=2[C:26]2[CH:31]=[CH:30][N:29]=[C:28]([O:7][C:1]3[CH:6]=[CH:5][CH:4]=[CH:3][CH:2]=3)[N:27]=2)=[CH:13][CH:12]=1. The catalyst class is: 554. (2) Reactant: [C:1]([C:3]1[CH:4]=[C:5]([C:20]([O:22]CC)=[O:21])[C:6]([O:10][C:11]2[C:16]([CH3:17])=[CH:15][C:14]([CH3:18])=[CH:13][C:12]=2[CH3:19])=[N:7][C:8]=1[CH3:9])#[N:2].[OH-].[Na+].Cl. Product: [C:1]([C:3]1[CH:4]=[C:5]([C:20]([OH:22])=[O:21])[C:6]([O:10][C:11]2[C:12]([CH3:19])=[CH:13][C:14]([CH3:18])=[CH:15][C:16]=2[CH3:17])=[N:7][C:8]=1[CH3:9])#[N:2]. The catalyst class is: 5. (3) Reactant: C([O:3][C:4](=[O:19])[CH2:5][CH:6]1[O:10][B:9]([OH:11])[C:8]2[CH:12]=[C:13]([OH:18])[CH:14]=[C:15]([CH2:16]Br)[C:7]1=2)C.[CH2:20]([NH:22][CH2:23][CH3:24])[CH3:21]. The catalyst class is: 2. Product: [CH2:20]([N:22]([CH2:16][C:15]1[C:7]2[CH:6]([CH2:5][C:4]([OH:3])=[O:19])[O:10][B:9]([OH:11])[C:8]=2[CH:12]=[C:13]([OH:18])[CH:14]=1)[CH2:23][CH3:24])[CH3:21]. (4) Reactant: [CH2:1]([C:7]([OH:9])=O)[C@@H:2]([OH:6])[C:3](O)=[O:4].[CH3:10][NH:11]C.C1COCC1. Product: [OH:6][C@@H:2]1[CH2:1][C:7](=[O:9])[N:11]([CH3:10])[C:3]1=[O:4]. The catalyst class is: 8. (5) Reactant: [Cl:1][C:2]1[C:3]2[C:4]3[CH2:5][C@@H:6]([CH2:15][CH2:16][OH:17])[CH2:7][CH2:8][C:9]=3[S:10][C:11]=2[N:12]=[CH:13][N:14]=1.[CH3:18][C:19]([Si:22](Cl)([CH3:24])[CH3:23])([CH3:21])[CH3:20].N1C=CN=C1. Product: [Si:22]([O:17][CH2:16][CH2:15][C@@H:6]1[CH2:5][C:4]2[C:3]3[C:2]([Cl:1])=[N:14][CH:13]=[N:12][C:11]=3[S:10][C:9]=2[CH2:8][CH2:7]1)([C:19]([CH3:21])([CH3:20])[CH3:18])([CH3:24])[CH3:23]. The catalyst class is: 3.